From a dataset of Catalyst prediction with 721,799 reactions and 888 catalyst types from USPTO. Predict which catalyst facilitates the given reaction. (1) Reactant: [Cl:1][C:2]1[CH:7]=[C:6]([F:8])[CH:5]=[C:4]([F:9])[C:3]=1[NH:10][C:11]1[C:20]2[CH:21]=[CH:22][N:23]=[C:24]([O:25]CC)[C:19]=2[C:18]2[C:13](=[CH:14][CH:15]=[N:16][CH:17]=2)[N:12]=1.ClC1C2C3C(=CC=NC=3)N=C(NC3C(F)=CC(F)=CC=3Cl)C=2C=CN=1.C[O-].[Na+].B(Br)(Br)Br. Product: [Cl:1][C:2]1[CH:7]=[C:6]([F:8])[CH:5]=[C:4]([F:9])[C:3]=1[NH:10][C:11]1[C:20]2[CH:21]=[CH:22][NH:23][C:24](=[O:25])[C:19]=2[C:18]2[C:13](=[CH:14][CH:15]=[N:16][CH:17]=2)[N:12]=1. The catalyst class is: 5. (2) Product: [NH2:27][C:22]1[C:21]([C:18]2[CH:19]=[CH:20][C:15]([B:3]([OH:31])[OH:28])=[CH:16][CH:17]=2)=[CH:26][CH:25]=[CH:24][N:23]=1. The catalyst class is: 49. Reactant: Cl.N1C2=CC=CC3=CC=CC(=C23)N[B:3]1[C:15]1[CH:20]=[CH:19][C:18]([C:21]2[C:22]([NH2:27])=[N:23][CH:24]=[CH:25][CH:26]=2)=[CH:17][CH:16]=1.[OH-:28].[Na+].C([O-])(O)=[O:31].[Na+]. (3) Reactant: [NH2:1][CH:2]1[C:8](=[O:9])[NH:7][C:6]2[CH:10]=[CH:11][CH:12]=[CH:13][C:5]=2[NH:4][C:3]1=[O:14].C(N(CC)CC)C.[C:22](Cl)(=[O:25])[CH2:23][CH3:24]. Product: [O:9]=[C:8]1[NH:7][C:6]2[CH:10]=[CH:11][CH:12]=[CH:13][C:5]=2[NH:4][C:3](=[O:14])[CH:2]1[NH:1][C:22](=[O:25])[CH2:23][CH3:24]. The catalyst class is: 3. (4) Reactant: [NH2:1][C:2]1[N:7]=[CH:6][N:5]=[C:4]2[N:8]([CH:12]([C:14]3[O:15][C:16]4[C:21]([C:22](=[O:31])[C:23]=3[C:24]3[CH:29]=[CH:28][CH:27]=[C:26]([F:30])[CH:25]=3)=[CH:20][CH:19]=[CH:18][CH:17]=4)[CH3:13])[N:9]=[C:10](I)[C:3]=12.[CH3:32][C:33]1[C:37](B2OC(C)(C)C(C)(C)O2)=[C:36]([CH3:47])[NH:35][N:34]=1.C(=O)([O-])[O-].[Na+].[Na+].ClCCl. Product: [NH2:1][C:2]1[N:7]=[CH:6][N:5]=[C:4]2[N:8]([CH:12]([C:14]3[O:15][C:16]4[C:21]([C:22](=[O:31])[C:23]=3[C:24]3[CH:29]=[CH:28][CH:27]=[C:26]([F:30])[CH:25]=3)=[CH:20][CH:19]=[CH:18][CH:17]=4)[CH3:13])[N:9]=[C:10]([C:37]3[C:33]([CH3:32])=[N:34][NH:35][C:36]=3[CH3:47])[C:3]=12. The catalyst class is: 615. (5) Reactant: Cl.[NH:2]1[CH2:7][CH2:6][CH:5]([NH:8][C:9]([C:11]2[O:12][C:13]3[C:18]([C:19](=[O:21])[CH:20]=2)=[CH:17][CH:16]=[C:15]([F:22])[CH:14]=3)=[O:10])[CH2:4][CH2:3]1.[OH:23][C:24]1[CH:31]=[CH:30][C:27]([CH:28]=O)=[CH:26][C:25]=1[N+:32]([O-])=O.C(O[BH-](OC(=O)C)OC(=O)C)(=O)C.[Na+]. Product: [NH2:32][C:25]1[CH:26]=[C:27]([CH:30]=[CH:31][C:24]=1[OH:23])[CH2:28][N:2]1[CH2:3][CH2:4][CH:5]([NH:8][C:9]([C:11]2[O:12][C:13]3[C:18]([C:19](=[O:21])[CH:20]=2)=[CH:17][CH:16]=[C:15]([F:22])[CH:14]=3)=[O:10])[CH2:6][CH2:7]1. The catalyst class is: 1.